Dataset: Catalyst prediction with 721,799 reactions and 888 catalyst types from USPTO. Task: Predict which catalyst facilitates the given reaction. (1) Reactant: [CH3:1][N:2]1[C:6](=[O:7])[O:5][N:4]=[C:3]1/[C:8](=[N:15]\[O:16][CH2:17][C:18]1[N:23]=[C:22]([NH:24][C:25](=[O:31])[O:26][C:27]([CH3:30])([CH3:29])[CH3:28])[CH:21]=[CH:20][CH:19]=1)/[C:9]1[CH:14]=[CH:13][CH:12]=[CH:11][CH:10]=1.[H-].[Na+].Br[CH2:35][CH2:36][CH:37]1[CH2:42][CH2:41][CH2:40][CH2:39][CH2:38]1. Product: [CH:37]1([CH2:36][CH2:35][N:24]([C:22]2[CH:21]=[CH:20][CH:19]=[C:18]([CH2:17][O:16]/[N:15]=[C:8](\[C:3]3[N:2]([CH3:1])[C:6](=[O:7])[O:5][N:4]=3)/[C:9]3[CH:10]=[CH:11][CH:12]=[CH:13][CH:14]=3)[N:23]=2)[C:25](=[O:31])[O:26][C:27]([CH3:28])([CH3:30])[CH3:29])[CH2:42][CH2:41][CH2:40][CH2:39][CH2:38]1. The catalyst class is: 9. (2) Reactant: [Cl:1][C:2]1[C:3]([NH:24][C:25]2[CH:30]=[CH:29][C:28]([O:31][CH3:32])=[CH:27][C:26]=2[NH:33][S:34]([CH3:37])(=[O:36])=[O:35])=[N:4][C:5]([NH:8][C:9]2[C:10]([CH3:23])=[C:11]([CH:20]=[CH:21][CH:22]=2)[O:12][CH2:13][C:14]([O:16]C(C)C)=[O:15])=[N:6][CH:7]=1.[OH-].[Li+].CO. Product: [Cl:1][C:2]1[C:3]([NH:24][C:25]2[CH:30]=[CH:29][C:28]([O:31][CH3:32])=[CH:27][C:26]=2[NH:33][S:34]([CH3:37])(=[O:36])=[O:35])=[N:4][C:5]([NH:8][C:9]2[C:10]([CH3:23])=[C:11]([CH:20]=[CH:21][CH:22]=2)[O:12][CH2:13][C:14]([OH:16])=[O:15])=[N:6][CH:7]=1. The catalyst class is: 6. (3) Reactant: [CH2:1]([O:5][C:6]1[C:7]2[C:14](/[CH:15]=[CH:16]/[C:17]([O:19]C)=[O:18])=[CH:13][NH:12][C:8]=2[N:9]=[CH:10][N:11]=1)[CH:2]([CH3:4])[CH3:3].[Li+].[OH-].O1CCOCC1.C(O)(=O)C. Product: [CH2:1]([O:5][C:6]1[C:7]2[C:14](/[CH:15]=[CH:16]/[C:17]([OH:19])=[O:18])=[CH:13][NH:12][C:8]=2[N:9]=[CH:10][N:11]=1)[CH:2]([CH3:4])[CH3:3]. The catalyst class is: 6. (4) Reactant: [CH3:1][C:2]1([CH3:15])[CH2:7][CH2:6][C:5]([C:8]2[C:13]([NH2:14])=[CH:12][CH:11]=[CH:10][N:9]=2)=[CH:4][CH2:3]1.C1CN([P+](Br)(N2CCCC2)N2CCCC2)CC1.F[P-](F)(F)(F)(F)F.[K+].[C:41]([C:43]1[N:44]=[C:45]([C:56]([O-])=[O:57])[N:46]([CH2:48][O:49][CH2:50][CH2:51][Si:52]([CH3:55])([CH3:54])[CH3:53])[CH:47]=1)#[N:42].CCN(C(C)C)C(C)C. Product: [CH3:1][C:2]1([CH3:15])[CH2:7][CH2:6][C:5]([C:8]2[C:13]([NH:14][C:56]([C:45]3[N:46]([CH2:48][O:49][CH2:50][CH2:51][Si:52]([CH3:55])([CH3:54])[CH3:53])[CH:47]=[C:43]([C:41]#[N:42])[N:44]=3)=[O:57])=[CH:12][CH:11]=[CH:10][N:9]=2)=[CH:4][CH2:3]1. The catalyst class is: 2. (5) Reactant: C[O:2][C:3](=[O:34])[C:4]1[CH:9]=[C:8]([C:10]#[N:11])[CH:7]=[CH:6][C:5]=1[CH:12]1[C:17]2[C:18](=[O:21])[CH2:19][CH2:20][C:16]=2[N:15]([C:22]2[CH:27]=[CH:26][CH:25]=[C:24]([C:28]([F:31])([F:30])[F:29])[CH:23]=2)[C:14](=[O:32])[N:13]1[CH3:33].[OH-].[Li+].Cl. Product: [C:10]([C:8]1[CH:7]=[CH:6][C:5]([C@@H:12]2[C:17]3[C:18](=[O:21])[CH2:19][CH2:20][C:16]=3[N:15]([C:22]3[CH:27]=[CH:26][CH:25]=[C:24]([C:28]([F:31])([F:29])[F:30])[CH:23]=3)[C:14](=[O:32])[N:13]2[CH3:33])=[C:4]([CH:9]=1)[C:3]([O-:34])=[O:2])#[N:11].[NH4+:11]. The catalyst class is: 38. (6) Reactant: [CH3:1][C:2]1[CH:7]=[CH:6][C:5]([C:8](=[O:10])[CH3:9])=[CH:4][CH:3]=1.C1C(=O)N([Br:18])C(=O)C1. Product: [C:8]([C:5]1[CH:6]=[CH:7][C:2]([CH2:1][Br:18])=[CH:3][CH:4]=1)(=[O:10])[CH3:9]. The catalyst class is: 855. (7) Reactant: C([O:3][C:4]([C:6]1[O:7][C:8]([CH3:15])=[C:9]([C:11]([CH3:14])([CH3:13])[CH3:12])[N:10]=1)=[O:5])C.[OH-].[Na+].Cl. Product: [C:11]([C:9]1[N:10]=[C:6]([C:4]([OH:5])=[O:3])[O:7][C:8]=1[CH3:15])([CH3:14])([CH3:12])[CH3:13]. The catalyst class is: 5. (8) Reactant: Cl[C:2]1[S:10][C:9]2[C:8]([C:11]([C:13]3[S:14][CH:15]=[CH:16][CH:17]=3)=[O:12])=[N:7][C:6]([NH:18][CH2:19][C:20]3[CH:21]=[N:22][CH:23]=[CH:24][CH:25]=3)=[N:5][C:4]=2[CH:3]=1.[C:26](P(C(C)(C)C)C(C)(C)C)(C)(C)[CH3:27].C(C([Sn])=C(CCCC)CCCC)CCC.C(=O)([O-])[O-].[Cs+].[Cs+].Cl. Product: [N:22]1[CH:23]=[CH:24][CH:25]=[C:20]([CH2:19][NH:18][C:6]2[N:7]=[C:8]([C:11]([C:13]3[S:14][CH:15]=[CH:16][CH:17]=3)=[O:12])[C:9]3[S:10][C:2]([CH:26]=[CH2:27])=[CH:3][C:4]=3[N:5]=2)[CH:21]=1. The catalyst class is: 7. (9) Reactant: [CH2:1]([O:8][C:9]1[CH:14]=[CH:13][CH:12]=[C:11]([O:15]C)[C:10]=1[CH:17]1[N:22]([CH2:23][C:24]2[CH:29]=[CH:28][C:27]([O:30][C:31]([F:34])([F:33])[F:32])=[CH:26][CH:25]=2)[C:21](=[O:35])[CH:20]=[CH:19][CH2:18]1)C1C=CC=CC=1. Product: [OH:15][C:11]1[CH:12]=[CH:13][CH:14]=[C:9]([O:8][CH3:1])[C:10]=1[CH:17]1[N:22]([CH2:23][C:24]2[CH:29]=[CH:28][C:27]([O:30][C:31]([F:34])([F:32])[F:33])=[CH:26][CH:25]=2)[C:21](=[O:35])[CH2:20][CH2:19][CH2:18]1. The catalyst class is: 14. (10) Reactant: [NH2:1][C:2]1[CH:3]=[CH:4][C:5]([O:12][CH2:13][C:14]2[CH:19]=[CH:18][C:17]([C:20]([CH3:23])([CH3:22])[CH3:21])=[CH:16][CH:15]=2)=[C:6]([C:8](=[O:11])[CH2:9][CH3:10])[CH:7]=1.[CH3:24][O:25][C:26]1[CH:27]=[C:28]([N:32]=[C:33]=[O:34])[CH:29]=[CH:30][CH:31]=1. Product: [C:20]([C:17]1[CH:16]=[CH:15][C:14]([CH2:13][O:12][C:5]2[CH:4]=[CH:3][C:2]([NH:1][C:33]([NH:32][C:28]3[CH:29]=[CH:30][CH:31]=[C:26]([O:25][CH3:24])[CH:27]=3)=[O:34])=[CH:7][C:6]=2[C:8](=[O:11])[CH2:9][CH3:10])=[CH:19][CH:18]=1)([CH3:22])([CH3:21])[CH3:23]. The catalyst class is: 1.